From a dataset of Forward reaction prediction with 1.9M reactions from USPTO patents (1976-2016). Predict the product of the given reaction. (1) Given the reactants [Ag:1]=O.[OH:3][C:4]12[CH2:13][CH:8]3[CH2:9][CH:10]([CH2:12][C:6]([C:14]([OH:16])=[O:15])([CH2:7]3)[CH2:5]1)[CH2:11]2, predict the reaction product. The product is: [Ag+:1].[OH:3][C:4]12[CH2:13][CH:8]3[CH2:9][CH:10]([CH2:12][C:6]([C:14]([O-:16])=[O:15])([CH2:7]3)[CH2:5]1)[CH2:11]2. (2) Given the reactants BrP(C1C=CC=CC=1)(C1C=CC=CC=1)(C1C=CC=CC=1)[CH2:3][C:4]1[CH:9]=[CH:8][CH:7]=[CH:6][C:5]=1[C:10]([F:13])([F:12])[F:11].C[Si]([N-][Si](C)(C)C)(C)C.[Na+].O=[C:43]1[CH2:46][N:45]([C:47]([O:49][C:50]([CH3:53])([CH3:52])[CH3:51])=[O:48])[CH2:44]1, predict the reaction product. The product is: [F:13][C:10]([F:11])([F:12])[C:5]1[CH:6]=[CH:7][CH:8]=[CH:9][C:4]=1[CH:3]=[C:43]1[CH2:44][N:45]([C:47]([O:49][C:50]([CH3:53])([CH3:52])[CH3:51])=[O:48])[CH2:46]1. (3) Given the reactants [F:1][CH:2]([F:20])[O:3][C:4]1[CH:9]=[CH:8][C:7]([CH:10]2[CH2:15][NH:14][CH2:13][CH:12]([C:16]([O:18][CH3:19])=[O:17])[CH2:11]2)=[CH:6][CH:5]=1.[N:21]1([C:29](OC2C=CC([N+]([O-])=O)=CC=2)=[O:30])[CH2:26][CH2:25][S:24](=[O:28])(=[O:27])[CH2:23][CH2:22]1.O.C(OCC)(=O)C, predict the reaction product. The product is: [F:20][CH:2]([F:1])[O:3][C:4]1[CH:5]=[CH:6][C:7]([CH:10]2[CH2:15][N:14]([C:29]([N:21]3[CH2:26][CH2:25][S:24](=[O:28])(=[O:27])[CH2:23][CH2:22]3)=[O:30])[CH2:13][CH:12]([C:16]([O:18][CH3:19])=[O:17])[CH2:11]2)=[CH:8][CH:9]=1.